From a dataset of Cav3 T-type calcium channel HTS with 100,875 compounds. Binary Classification. Given a drug SMILES string, predict its activity (active/inactive) in a high-throughput screening assay against a specified biological target. (1) The result is 0 (inactive). The drug is Clc1cc(S(=O)(=O)n2c(ncc2)C)c(OC)cc1C. (2) The result is 0 (inactive). The drug is Brc1ccc(N2C(=O)C(S\C2=C(\C(OCC)=O)C#N)C)cc1.